Task: Predict the reactants needed to synthesize the given product.. Dataset: Full USPTO retrosynthesis dataset with 1.9M reactions from patents (1976-2016) (1) Given the product [CH3:10][O:11][C:12]1[C:13]([C:3]2[C:2]([F:1])=[CH:7][CH:6]=[CH:5][C:4]=2[F:8])=[CH:14][CH:15]=[CH:16][CH:17]=1, predict the reactants needed to synthesize it. The reactants are: [F:1][C:2]1[CH:7]=[CH:6][CH:5]=[C:4]([F:8])[C:3]=1Br.[CH3:10][O:11][C:12]1[CH:17]=[CH:16][CH:15]=[CH:14][C:13]=1B(O)O.C(=O)([O-])[O-].[K+].[K+].CC1C=CC(S(OCC2CC3C(C4C=CC=CC=4)=CC=CC=3O2)(=O)=O)=CC=1. (2) Given the product [N:18]1[C:19]2[NH:20][C:21]3[C:26]([C:27]=2[C:15]([N:11]2[CH2:12][CH2:13][O:14][CH:9]([CH2:8][NH2:7])[CH2:10]2)=[N:16][CH:17]=1)=[CH:25][CH:24]=[CH:23][CH:22]=3, predict the reactants needed to synthesize it. The reactants are: C(OC(=O)[NH:7][CH2:8][CH:9]1[O:14][CH2:13][CH2:12][N:11]([C:15]2[C:27]3[C:26]4[C:21](=[CH:22][CH:23]=[CH:24][CH:25]=4)[NH:20][C:19]=3[N:18]=[CH:17][N:16]=2)[CH2:10]1)(C)(C)C.Cl.O1CCOCC1. (3) Given the product [C:1]([O:5][C:6]([NH:8][CH:9]1[CH:14]([O:15][S:29]([CH3:28])(=[O:31])=[O:30])[CH2:13][CH2:12][CH:11]([C:16]([O:18][CH2:19][CH3:20])=[O:17])[CH2:10]1)=[O:7])([CH3:4])([CH3:3])[CH3:2], predict the reactants needed to synthesize it. The reactants are: [C:1]([O:5][C:6]([NH:8][CH:9]1[CH:14]([OH:15])[CH2:13][CH2:12][CH:11]([C:16]([O:18][CH2:19][CH3:20])=[O:17])[CH2:10]1)=[O:7])([CH3:4])([CH3:3])[CH3:2].C(N(CC)CC)C.[CH3:28][S:29](Cl)(=[O:31])=[O:30]. (4) Given the product [CH:19]1[C:18]2[C:23](=[CH:24][C:25]3[C:30]([C:17]=2[C:2]2[N:7]=[CH:6][C:5]([C:8]4[CH:13]=[CH:12][CH:11]=[CH:10][CH:9]=4)=[CH:4][N:3]=2)=[CH:29][CH:28]=[CH:27][CH:26]=3)[CH:22]=[CH:21][CH:20]=1, predict the reactants needed to synthesize it. The reactants are: Br[C:2]1[N:7]=[CH:6][C:5]([C:8]2[CH:13]=[CH:12][CH:11]=[CH:10][CH:9]=2)=[CH:4][N:3]=1.B([C:17]1[C:18]2[C:23]([CH:24]=[C:25]3[C:30]=1[CH:29]=[CH:28][CH:27]=[CH:26]3)=[CH:22][CH:21]=[CH:20][CH:19]=2)(O)O.ClCCl. (5) Given the product [CH3:1][C@H:2]1[CH2:3][CH2:4][C@H:5]([CH2:8][N:9]2[C:17]3[C:12](=[N:13][C:14]([C:25]([NH:40][NH2:41])=[O:26])=[N:15][C:16]=3[C:18]3[CH:19]=[C:20]([CH3:24])[CH:21]=[CH:22][CH:23]=3)[N:11]=[C:10]2[N:28]2[CH2:33][CH2:32][O:31][CH2:30][CH2:29]2)[CH2:6][CH2:7]1, predict the reactants needed to synthesize it. The reactants are: [CH3:1][C@H:2]1[CH2:7][CH2:6][C@H:5]([CH2:8][N:9]2[C:17]3[C:12](=[N:13][C:14]([C:25](O)=[O:26])=[N:15][C:16]=3[C:18]3[CH:19]=[C:20]([CH3:24])[CH:21]=[CH:22][CH:23]=3)[N:11]=[C:10]2[N:28]2[CH2:33][CH2:32][O:31][CH2:30][CH2:29]2)[CH2:4][CH2:3]1.C(Cl)(=O)C(Cl)=O.[NH2:40][NH2:41].C1COCC1. (6) Given the product [CH2:1]([NH:8][CH:9]1[CH2:14][CH2:13][C:12]([C:15]2[CH:16]=[C:17]3[C:23]([C:24]4[O:34][N:41]=[CH:40][C:25]=4[C:26]4[CH:31]=[CH:30][CH:29]=[C:28]([F:32])[C:27]=4[F:33])=[CH:22][NH:21][C:18]3=[N:19][CH:20]=2)=[CH:11][CH2:10]1)[C:2]1[CH:7]=[CH:6][CH:5]=[CH:4][CH:3]=1, predict the reactants needed to synthesize it. The reactants are: [CH2:1]([NH:8][CH:9]1[CH2:14][CH2:13][CH:12]([C:15]2[CH:16]=[C:17]3[C:23]([C:24](=[O:34])[CH2:25][C:26]4[CH:31]=[CH:30][CH:29]=[C:28]([F:32])[C:27]=4[F:33])=[CH:22][NH:21][C:18]3=[N:19][CH:20]=2)[CH2:11][CH2:10]1)[C:2]1[CH:7]=[CH:6][CH:5]=[CH:4][CH:3]=1.C(O[CH:40](N(C)C)[N:41](C)C)(C)(C)C.Cl.NO.C([O-])(=O)C.[Na+]. (7) Given the product [Cl:22][C:17]1[CH:16]=[C:15]([C:10]2([O:13][CH3:14])[CH2:11][CH2:12][NH:8][CH2:9]2)[CH:20]=[CH:19][C:18]=1[F:21], predict the reactants needed to synthesize it. The reactants are: C([N:8]1[CH2:12][CH2:11][C:10]([C:15]2[CH:20]=[CH:19][C:18]([F:21])=[C:17]([Cl:22])[CH:16]=2)([O:13][CH3:14])[CH2:9]1)C1C=CC=CC=1.ClC(OC(Cl)C)=O. (8) Given the product [CH:1]([NH:3][CH2:4][CH2:5][N:6]1[C:29](=[O:30])[N:9]2[CH:10]([C:23]3[CH:24]=[CH:25][CH:26]=[CH:27][CH:28]=3)[C:11]3[NH:12][C:13]4[C:18]([C:19]=3[CH2:20][C:8]2([CH3:31])[C:7]1=[O:32])=[CH:17][C:16]([O:21][CH3:22])=[CH:15][CH:14]=4)([CH3:34])[CH3:2], predict the reactants needed to synthesize it. The reactants are: [CH2:1]([N:3](C)[CH2:4][CH2:5][N:6]1[C:29](=[O:30])[N:9]2[CH:10]([C:23]3[CH:28]=[CH:27][CH:26]=[CH:25][CH:24]=3)[C:11]3[NH:12][C:13]4[C:18]([C:19]=3[CH2:20][C:8]2([CH3:31])[C:7]1=[O:32])=[CH:17][C:16]([O:21][CH3:22])=[CH:15][CH:14]=4)[CH3:2].[CH:34](N)(C)C. (9) Given the product [Br:11][C:8]1[CH:9]=[CH:10][C:5]([C:3](=[O:4])[CH2:2][F:12])=[CH:6][CH:7]=1, predict the reactants needed to synthesize it. The reactants are: Br[CH2:2][C:3]([C:5]1[CH:10]=[CH:9][C:8]([Br:11])=[CH:7][CH:6]=1)=[O:4].[F-:12].[K+].C1OCCOCCOCCOCCOCCOC1.